Dataset: Catalyst prediction with 721,799 reactions and 888 catalyst types from USPTO. Task: Predict which catalyst facilitates the given reaction. (1) Reactant: [F:1][C:2]1[CH:10]=[C:9]([CH3:11])[C:5]([C:6](O)=[O:7])=[CH:4][N:3]=1.C(Cl)Cl.S(Cl)(Cl)=O.[NH4+:19].[OH-]. Product: [F:1][C:2]1[CH:10]=[C:9]([CH3:11])[C:5]([C:6]([NH2:19])=[O:7])=[CH:4][N:3]=1. The catalyst class is: 25. (2) Reactant: C([C:3]1([C:21]([O-:23])=[O:22])[CH:7]2[CH2:8][N:9]([C:13]([O:15][C:16]([CH3:19])([CH3:18])[CH3:17])=[O:14])[CH:10]([CH3:12])[CH2:11][N:6]2[N:5]=[C:4]1[I:20])C.[OH-].[Na+]. Product: [C:16]([O:15][C:13]([N:9]1[CH:10]([CH3:12])[CH2:11][N:6]2[N:5]=[C:4]([I:20])[C:3]([C:21]([OH:23])=[O:22])=[C:7]2[CH2:8]1)=[O:14])([CH3:17])([CH3:18])[CH3:19]. The catalyst class is: 88. (3) The catalyst class is: 1. Product: [C:7]12([PH2:17])[CH2:14][CH:13]3[CH2:12][CH:11]([CH2:10][CH:9]([CH2:15]3)[CH2:8]1)[CH2:16]2. Reactant: [H-].[H-].[H-].[H-].[Li+].[Al+3].[C:7]12([P:17](Cl)(Cl)=O)[CH2:16][CH:11]3[CH2:12][CH:13]([CH2:15][CH:9]([CH2:10]3)[CH2:8]1)[CH2:14]2.Cl.